Dataset: Full USPTO retrosynthesis dataset with 1.9M reactions from patents (1976-2016). Task: Predict the reactants needed to synthesize the given product. (1) Given the product [F:27][C:28]1[CH:36]=[CH:35][C:31]([C:32]([N:16]2[CH2:17][CH2:18][CH2:19][C@H:14]([C:12]3[O:11][N:10]=[C:9]([C:5]4[CH:6]=[CH:7][CH:8]=[C:3]([CH3:2])[N:4]=4)[N:13]=3)[CH2:15]2)=[O:33])=[CH:30][CH:29]=1, predict the reactants needed to synthesize it. The reactants are: Cl.[CH3:2][C:3]1[CH:8]=[CH:7][CH:6]=[C:5]([C:9]2[N:13]=[C:12]([C@H:14]3[CH2:19][CH2:18][CH2:17][NH:16][CH2:15]3)[O:11][N:10]=2)[N:4]=1.C(N(CC)CC)C.[F:27][C:28]1[CH:36]=[CH:35][C:31]([C:32](Cl)=[O:33])=[CH:30][CH:29]=1.[OH-].[Na+]. (2) Given the product [C:17]([OH:21])(=[O:20])[CH:18]=[CH2:19].[NH2:3][C:17]([O:21][CH2:22][CH3:23])=[O:20], predict the reactants needed to synthesize it. The reactants are: O=C=[N:3]C1CC(C)(C)CC(C)(CN=C=O)C1.[C:17]([O:21][CH2:22][CH2:23]CCO)(=[O:20])[CH:18]=[CH2:19].C([O-])(=O)CCCCCCCCCCC.C([O-])(=O)CCCCCCCCCCC.C([Sn+2]CCCC)CCC. (3) Given the product [C:20]1([CH3:29])[CH:25]=[CH:24][C:23]([C@@H:26]([NH:28][C:15](=[O:18])[C@H:16]([CH3:17])[NH:12][C:1](=[O:11])[CH2:2][CH2:3][CH2:4][CH2:5][CH2:6][CH2:7][CH2:8][CH2:9][CH3:10])[CH3:27])=[CH:22][CH:21]=1, predict the reactants needed to synthesize it. The reactants are: [C:1]([N:12]1[C@@H:16]([CH3:17])[C:15](=[O:18])OC1=O)(=[O:11])[CH2:2][CH2:3][CH2:4][CH2:5][CH2:6][CH2:7][CH2:8][CH2:9][CH3:10].[C:20]1([CH3:29])[CH:25]=[CH:24][C:23]([C@@H:26]([NH2:28])[CH3:27])=[CH:22][CH:21]=1.CN1CCOCC1. (4) Given the product [Cl:1][C:2]1[CH:28]=[CH:27][C:5]([CH2:6][N:7]2[C:15]3[C:10](=[CH:11][CH:12]=[CH:13][CH:14]=3)[CH:9]=[C:8]2[C:16]([N:18]2[CH2:23][CH2:22][CH:21]([C:24]([NH:60][CH2:59][CH2:58][C:55]3[CH:56]=[CH:57][C:52]([O:51][CH3:50])=[CH:53][CH:54]=3)=[O:26])[CH2:20][CH2:19]2)=[O:17])=[CH:4][CH:3]=1, predict the reactants needed to synthesize it. The reactants are: [Cl:1][C:2]1[CH:28]=[CH:27][C:5]([CH2:6][N:7]2[C:15]3[C:10](=[CH:11][CH:12]=[CH:13][CH:14]=3)[CH:9]=[C:8]2[C:16]([N:18]2[CH2:23][CH2:22][CH:21]([C:24]([OH:26])=O)[CH2:20][CH2:19]2)=[O:17])=[CH:4][CH:3]=1.CCN=C=NCCCN(C)C.ON1C2C=CC=CC=2N=N1.[CH3:50][O:51][C:52]1[CH:57]=[CH:56][C:55]([CH2:58][CH2:59][NH2:60])=[CH:54][CH:53]=1. (5) Given the product [CH2:1]([NH:8][C:9](=[O:10])[NH:11][N:12]([CH2:14][C:15]([NH:18][C@@H:19]([CH2:43][C:44](=[O:45])[NH:46][C:47]([C:60]1[CH:61]=[CH:62][CH:63]=[CH:64][CH:65]=1)([C:48]1[CH:53]=[CH:52][CH:51]=[CH:50][CH:49]=1)[C:54]1[CH:55]=[CH:56][CH:57]=[CH:58][CH:59]=1)[C:20]([N:22]([C@@H:34]([CH3:42])[CH:35]([O:39][CH2:40][CH3:41])[O:36][CH2:37][CH3:38])[CH2:23][C:24]1[CH:25]=[CH:26][CH:27]=[C:28]2[C:33]=1[N:32]=[CH:31][CH:30]=[CH:29]2)=[O:21])=[O:17])[CH3:13])[C:2]1[CH:3]=[CH:4][CH:5]=[CH:6][CH:7]=1, predict the reactants needed to synthesize it. The reactants are: [CH2:1]([NH:8][C:9]([NH:11][N:12]([CH2:14][C:15]([OH:17])=O)[CH3:13])=[O:10])[C:2]1[CH:7]=[CH:6][CH:5]=[CH:4][CH:3]=1.[NH2:18][C@@H:19]([CH2:43][C:44]([NH:46][C:47]([C:60]1[CH:65]=[CH:64][CH:63]=[CH:62][CH:61]=1)([C:54]1[CH:59]=[CH:58][CH:57]=[CH:56][CH:55]=1)[C:48]1[CH:53]=[CH:52][CH:51]=[CH:50][CH:49]=1)=[O:45])[C:20]([N:22]([C@@H:34]([CH3:42])[CH:35]([O:39][CH2:40][CH3:41])[O:36][CH2:37][CH3:38])[CH2:23][C:24]1[CH:25]=[CH:26][CH:27]=[C:28]2[C:33]=1[N:32]=[CH:31][CH:30]=[CH:29]2)=[O:21].